Dataset: Forward reaction prediction with 1.9M reactions from USPTO patents (1976-2016). Task: Predict the product of the given reaction. Given the reactants [C:1]1([O:11][CH2:12][CH2:13][CH2:14][N:15]2[C:23]3[C:18](=[CH:19][CH:20]=[CH:21][CH:22]=3)[C:17]([C:24]3[CH:29]=[CH:28][CH:27]=[CH:26][C:25]=3[CH3:30])=[C:16]2[C:31]([O:33]CC)=[O:32])[C:10]2[C:5](=[CH:6][CH:7]=[CH:8][CH:9]=2)[CH:4]=[CH:3][CH:2]=1.O1CCOCC1, predict the reaction product. The product is: [CH3:30][C:25]1[CH:26]=[CH:27][CH:28]=[CH:29][C:24]=1[C:17]1[C:18]2[C:23](=[CH:22][CH:21]=[CH:20][CH:19]=2)[N:15]([CH2:14][CH2:13][CH2:12][O:11][C:1]2[C:10]3[C:5](=[CH:6][CH:7]=[CH:8][CH:9]=3)[CH:4]=[CH:3][CH:2]=2)[C:16]=1[C:31]([OH:33])=[O:32].